From a dataset of Catalyst prediction with 721,799 reactions and 888 catalyst types from USPTO. Predict which catalyst facilitates the given reaction. (1) Reactant: [CH3:1][C:2]([C:5]1[NH:9][N:8]=[C:7]([C:10]([O:12][CH2:13][CH3:14])=[O:11])[CH:6]=1)([CH3:4])[CH3:3].C(=O)([O-])[O-].[K+].[K+].I[CH2:22][CH3:23]. Product: [CH3:4][C:2]([C:5]1[CH:6]=[C:7]([C:10]([O:12][CH2:13][CH3:14])=[O:11])[N:8]([CH2:22][CH3:23])[N:9]=1)([CH3:1])[CH3:3]. The catalyst class is: 13. (2) Reactant: [NH2:1][CH2:2][C:3]1[CH:4]=[C:5]([C:9]2[CH:10]=[C:11]3[C:16](=[CH:17][CH:18]=2)[N:15]([CH3:19])[C:14](=[O:20])[CH2:13][CH2:12]3)[CH:6]=[N:7][CH:8]=1.CCN=C=NCCCN(C)C.OC1C2N=NNC=2C=CC=1.CCN(C(C)C)C(C)C.[CH3:51][O:52][C:53]1[CH:57]=[C:56]([C:58](O)=[O:59])[O:55][N:54]=1.C([O-])(O)=O.[Na+]. Product: [CH3:19][N:15]1[C:16]2[C:11](=[CH:10][C:9]([C:5]3[CH:4]=[C:3]([CH2:2][NH:1][C:58]([C:56]4[O:55][N:54]=[C:53]([O:52][CH3:51])[CH:57]=4)=[O:59])[CH:8]=[N:7][CH:6]=3)=[CH:18][CH:17]=2)[CH2:12][CH2:13][C:14]1=[O:20]. The catalyst class is: 91.